From a dataset of Forward reaction prediction with 1.9M reactions from USPTO patents (1976-2016). Predict the product of the given reaction. (1) Given the reactants [CH2:1]([O:3][C:4](=[O:15])[C:5](=[CH:11]OCC)[C:6]([O:8][CH2:9][CH3:10])=[O:7])[CH3:2].[F:16][C:17]1[CH:18]=[C:19]([CH:21]=[CH:22][C:23]=1[F:24])[NH2:20], predict the reaction product. The product is: [CH2:9]([O:8][C:6](=[O:7])[C:5](=[CH:11][NH:20][C:19]1[CH:21]=[CH:22][C:23]([F:24])=[C:17]([F:16])[CH:18]=1)[C:4]([O:3][CH2:1][CH3:2])=[O:15])[CH3:10]. (2) Given the reactants [C:1]1(=O)[O:5][CH2:4][CH2:3][O:2]1.O[C:8]1[CH:21]=[CH:20][C:11]([C:12]([C:14]2[CH:19]=[CH:18]C=[CH:16][CH:15]=2)=[O:13])=[CH:10][CH:9]=1.[I-].[Na+].[OH-].[Na+], predict the reaction product. The product is: [OH:2][CH2:3][CH2:4][O:5][C:1]1[CH:18]=[CH:19][C:14]([C:12]([C:11]2[CH:20]=[CH:21][CH:8]=[CH:9][CH:10]=2)=[O:13])=[CH:15][CH:16]=1.